From a dataset of Full USPTO retrosynthesis dataset with 1.9M reactions from patents (1976-2016). Predict the reactants needed to synthesize the given product. Given the product [F:27][C:2]([F:1])([F:28])[O:3][C:4]1[CH:5]=[C:6]([NH:10][C:11]([C@@H:13]2[CH2:17][CH2:16][C@H:15]([CH2:18][OH:19])[NH:14]2)=[O:12])[CH:7]=[CH:8][CH:9]=1, predict the reactants needed to synthesize it. The reactants are: [F:1][C:2]([F:28])([F:27])[O:3][C:4]1[CH:5]=[C:6]([NH:10][C:11]([C@@H:13]2[CH2:17][CH2:16][C@H:15]([CH2:18][OH:19])[N:14]2CC2C=CC=CC=2)=[O:12])[CH:7]=[CH:8][CH:9]=1.